This data is from Full USPTO retrosynthesis dataset with 1.9M reactions from patents (1976-2016). The task is: Predict the reactants needed to synthesize the given product. (1) The reactants are: [BH4-].[Na+].[N:3]([C@H:6]1[C@H:11]([O:12][S:13]([C:16]2[CH:22]=[CH:21][C:19]([CH3:20])=[CH:18][CH:17]=2)(=[O:15])=[O:14])[CH2:10][CH2:9][N:8]([C:23]([O:25][CH2:26][C:27]2[CH:32]=[CH:31][CH:30]=[CH:29][CH:28]=2)=[O:24])[CH2:7]1)=[N+]=[N-]. Given the product [NH2:3][C@H:6]1[C@H:11]([O:12][S:13]([C:16]2[CH:17]=[CH:18][C:19]([CH3:20])=[CH:21][CH:22]=2)(=[O:14])=[O:15])[CH2:10][CH2:9][N:8]([C:23]([O:25][CH2:26][C:27]2[CH:28]=[CH:29][CH:30]=[CH:31][CH:32]=2)=[O:24])[CH2:7]1, predict the reactants needed to synthesize it. (2) The reactants are: C(N(C(C)C)CC)(C)C.[C:10]([O:14][C:15](=[O:23])[NH:16][CH:17]1[CH2:22][CH2:21][NH:20][CH2:19][CH2:18]1)([CH3:13])([CH3:12])[CH3:11].[CH3:24][O:25][C:26]([C:28]1[O:29][C:30]([S:33](Cl)(=[O:35])=[O:34])=[CH:31][CH:32]=1)=[O:27]. Given the product [CH3:24][O:25][C:26]([C:28]1[O:29][C:30]([S:33]([N:20]2[CH2:21][CH2:22][CH:17]([NH:16][C:15]([O:14][C:10]([CH3:13])([CH3:11])[CH3:12])=[O:23])[CH2:18][CH2:19]2)(=[O:35])=[O:34])=[CH:31][CH:32]=1)=[O:27], predict the reactants needed to synthesize it. (3) Given the product [CH:12]1([C:18]([O:20][CH:21]([O:25][C:26]([NH:11][CH2:10][C@H:2]2[CH2:3][CH2:4][C@H:5]([C:7]([OH:9])=[O:8])[CH2:6][CH2:1]2)=[O:27])[CH:22]([CH3:23])[CH3:24])=[O:19])[CH2:13][CH2:14][CH2:15][CH2:16][CH2:17]1, predict the reactants needed to synthesize it. The reactants are: [CH2:1]1[CH2:6][C@H:5]([C:7]([OH:9])=[O:8])[CH2:4][CH2:3][C@H:2]1[CH2:10][NH2:11].[CH:12]1([C:18]([O:20][CH:21]([O:25][C:26](ON2C(=O)CCC2=O)=[O:27])[CH:22]([CH3:24])[CH3:23])=[O:19])[CH2:17][CH2:16][CH2:15][CH2:14][CH2:13]1. (4) Given the product [F:25][C:23]1[CH:22]=[C:21]([C:26]2[CH:31]=[CH:30][N:29]=[C:28]([N:32]3[CH2:37][CH2:36][N:35]([C:8]([NH:7][C:3]4[N:2]=[N:1][CH:6]=[CH:5][CH:4]=4)=[O:15])[CH2:34][CH2:33]3)[N:27]=2)[CH:20]=[C:19]([F:18])[CH:24]=1, predict the reactants needed to synthesize it. The reactants are: [N:1]1[CH:6]=[CH:5][CH:4]=[C:3]([NH:7][C:8](=[O:15])OCC(Cl)(Cl)Cl)[N:2]=1.Cl.Cl.[F:18][C:19]1[CH:20]=[C:21]([C:26]2[CH:31]=[CH:30][N:29]=[C:28]([N:32]3[CH2:37][CH2:36][NH:35][CH2:34][CH2:33]3)[N:27]=2)[CH:22]=[C:23]([F:25])[CH:24]=1. (5) The reactants are: [N:1]([CH2:4][CH2:5][NH:6]C(=O)CCCCCCCCCCCCC)=[N+:2]=[N-:3].[CH3:22][N:23]([CH3:38])[C:24]1[CH:33]=[CH:32][CH:31]=[C:30]2[C:25]=1[CH:26]=[CH:27][CH:28]=[C:29]2[S:34](Cl)(=[O:36])=[O:35].N(CCN)=[N+]=[N-].C(N(CC)CC)C. Given the product [N:1]([CH2:4][CH2:5][NH:6][S:34]([C:29]1[C:30]2[C:25](=[C:24]([N:23]([CH3:38])[CH3:22])[CH:33]=[CH:32][CH:31]=2)[CH:26]=[CH:27][CH:28]=1)(=[O:36])=[O:35])=[N+:2]=[N-:3], predict the reactants needed to synthesize it.